Dataset: Catalyst prediction with 721,799 reactions and 888 catalyst types from USPTO. Task: Predict which catalyst facilitates the given reaction. (1) Reactant: [Br:1][C:2]1[CH:7]=[CH:6][CH:5]=[CH:4][C:3]=1[N:8]1[C:17](=[O:18])[C:16]2[C:11](=[C:12]([CH3:19])[CH:13]=[CH:14][CH:15]=2)[NH:10][C:9]1=[S:20].[C:21]([O-])([O-])=O.[K+].[K+].CI. Product: [Br:1][C:2]1[CH:7]=[CH:6][CH:5]=[CH:4][C:3]=1[N:8]1[C:17](=[O:18])[C:16]2[C:11](=[C:12]([CH3:19])[CH:13]=[CH:14][CH:15]=2)[N:10]=[C:9]1[S:20][CH3:21]. The catalyst class is: 3. (2) Product: [NH2:46][C:26]1[N:25]=[C:22]2[CH:21]=[CH:20][C:19]([O:18][C:17]3[CH:16]=[C:15]([NH:14][C:12](=[O:13])[C:8]4[CH:9]=[CH:10][CH:11]=[C:6]([C:3]([C:1]#[N:2])([CH3:5])[CH3:4])[CH:7]=4)[CH:36]=[CH:35][CH:34]=3)=[CH:24][N:23]2[N:28]=1. Reactant: [C:1]([C:3]([C:6]1[CH:7]=[C:8]([C:12]([NH:14][C:15]2[CH:16]=[C:17]([CH:34]=[CH:35][CH:36]=2)[O:18][C:19]2[CH:20]=[CH:21][C:22]([NH:25][C:26]([NH:28]C(=O)OCC)=S)=[N:23][CH:24]=2)=[O:13])[CH:9]=[CH:10][CH:11]=1)([CH3:5])[CH3:4])#[N:2].C(O)C.Cl.NO.C([N:46](CC)C(C)C)(C)C. The catalyst class is: 5. (3) Reactant: F[P-](F)(F)(F)(F)F.[N:8]1(OC(N(C)C)=[N+](C)C)[C:12]2C=CC=CC=2N=N1.Cl.[N:26]1([CH2:32][CH2:33][CH2:34][O:35][C:36]2[CH:41]=[CH:40][C:39]([C:42]3([C:48]([OH:50])=O)[CH2:47][CH2:46][O:45][CH2:44][CH2:43]3)=[CH:38][CH:37]=2)[CH2:31][CH2:30][O:29][CH2:28][CH2:27]1.Cl.CN.CCN(C(C)C)C(C)C. Product: [CH3:12][NH:8][C:48]([C:42]1([C:39]2[CH:40]=[CH:41][C:36]([O:35][CH2:34][CH2:33][CH2:32][N:26]3[CH2:31][CH2:30][O:29][CH2:28][CH2:27]3)=[CH:37][CH:38]=2)[CH2:47][CH2:46][O:45][CH2:44][CH2:43]1)=[O:50]. The catalyst class is: 9. (4) Reactant: [N:1]1([CH2:7][CH2:8][CH2:9][O:10][C:11]2[CH:18]=[CH:17][CH:16]=[CH:15][C:12]=2[CH:13]=O)[CH2:6][CH2:5][CH2:4][CH2:3][CH2:2]1.[CH:19](=[C:26]1[CH2:31][CH2:30][NH:29][CH2:28][CH2:27]1)[C:20]1[CH:25]=[CH:24][CH:23]=[CH:22][CH:21]=1.C(O[BH-](OC(=O)C)OC(=O)C)(=O)C.[Na+].[OH-].[Na+].[CH2:48]([Cl:50])[Cl:49]. Product: [NH3:1].[CH2:48]([Cl:50])[Cl:49].[CH:19](=[C:26]1[CH2:31][CH2:30][N:29]([CH2:13][C:12]2[CH:15]=[CH:16][CH:17]=[CH:18][C:11]=2[O:10][CH2:9][CH2:8][CH2:7][N:1]2[CH2:6][CH2:5][CH2:4][CH2:3][CH2:2]2)[CH2:28][CH2:27]1)[C:20]1[CH:25]=[CH:24][CH:23]=[CH:22][CH:21]=1. The catalyst class is: 15. (5) Reactant: [CH:1]([O:4][C:5]1[CH:10]=[CH:9][C:8]([C:11]2[CH:16]=[C:15]([O:17][C@H:18]3[CH2:58][N:21]4[C:22](=[O:57])[C@@H:23]([NH:49]C(=O)OC(C)(C)C)[C@H:24]([CH3:48])[CH2:25][CH:26]([CH3:47])[CH2:27][CH2:28][CH:29]=[CH:30][C@@H:31]5[CH2:36][C@@:32]5([C:37](=[O:46])[NH:38][S:39]([C:42]5([CH3:45])[CH2:44][CH2:43]5)(=[O:41])=[O:40])[NH:33][C:34](=[O:35])[C@@H:20]4[CH2:19]3)[CH:14]=[C:13]([C:59]3[CH:64]=[N:63][CH:62]=[CH:61][N:60]=3)[N:12]=2)=[CH:7][CH:6]=1)([CH3:3])[CH3:2].C(Cl)Cl.[F:68][C:69]([F:74])([F:73])[C:70]([OH:72])=[O:71]. Product: [F:68][C:69]([F:74])([F:73])[C:70]([OH:72])=[O:71].[NH2:49][C@@H:23]1[C:22](=[O:57])[N:21]2[CH2:58][C@H:18]([O:17][C:15]3[CH:14]=[C:13]([C:59]4[CH:64]=[N:63][CH:62]=[CH:61][N:60]=4)[N:12]=[C:11]([C:8]4[CH:9]=[CH:10][C:5]([O:4][CH:1]([CH3:3])[CH3:2])=[CH:6][CH:7]=4)[CH:16]=3)[CH2:19][C@H:20]2[C:34](=[O:35])[NH:33][C@:32]2([C:37]([NH:38][S:39]([C:42]3([CH3:45])[CH2:44][CH2:43]3)(=[O:40])=[O:41])=[O:46])[CH2:36][C@H:31]2[CH:30]=[CH:29][CH2:28][CH2:27][CH:26]([CH3:47])[CH2:25][C@H:24]1[CH3:48]. The catalyst class is: 11.